From a dataset of Full USPTO retrosynthesis dataset with 1.9M reactions from patents (1976-2016). Predict the reactants needed to synthesize the given product. (1) Given the product [CH2:1]([O:11][C:12]1[CH:17]=[CH:16][C:15]([I:51])=[CH:14][CH:13]=1)[CH2:2][CH2:3][CH2:4][CH2:5][CH2:6][CH2:7][CH2:8][CH2:9][CH3:10], predict the reactants needed to synthesize it. The reactants are: [CH2:1]([O:11][C:12]1[CH:17]=[CH:16][CH:15]=[CH:14][C:13]=1C#CC1C=CC(C2C=CC(C#C[C:17]3[CH:16]=[CH:15][CH:14]=[CH:13][C:12]=3[O:11][CH2:1][CH2:2][CH2:3][CH2:4][CH2:5][CH2:6][CH2:7][CH2:8][CH2:9][CH3:10])=CC=2)=CC=1)[CH2:2][CH2:3][CH2:4][CH2:5][CH2:6][CH2:7][CH2:8][CH2:9][CH3:10].[I:51]C1C=CC=CC=1O.BrCCCCCCCCCC. (2) Given the product [CH3:21][O:22][C:23]1[C:32]([CH2:33][CH2:34][N:2]2[CH2:3][CH2:4][CH:5]([N:8]3[C:16]4[C:11](=[CH:12][CH:13]=[C:14]([C:17]([O:19][CH3:20])=[O:18])[CH:15]=4)[CH:10]=[CH:9]3)[CH2:6][CH2:7]2)=[C:31]2[C:26]([C:27](=[O:38])[CH2:28][C:29]([CH3:37])([CH3:36])[O:30]2)=[CH:25][CH:24]=1, predict the reactants needed to synthesize it. The reactants are: Cl.[NH:2]1[CH2:7][CH2:6][CH:5]([N:8]2[C:16]3[C:11](=[CH:12][CH:13]=[C:14]([C:17]([O:19][CH3:20])=[O:18])[CH:15]=3)[CH:10]=[CH:9]2)[CH2:4][CH2:3]1.[CH3:21][O:22][C:23]1[C:32]([CH2:33][CH:34]=O)=[C:31]2[C:26]([C:27](=[O:38])[CH2:28][C:29]([CH3:37])([CH3:36])[O:30]2)=[CH:25][CH:24]=1.O1CCCC1.C(O[BH-](OC(=O)C)OC(=O)C)(=O)C.[Na+]. (3) Given the product [NH2:1][C:2]1[CH:10]=[CH:9][C:5]([C:6]([NH:12][CH:13]2[CH2:18][CH2:17][N:16]([CH2:19][CH3:20])[CH2:15][CH2:14]2)=[O:8])=[CH:4][C:3]=1[F:11], predict the reactants needed to synthesize it. The reactants are: [NH2:1][C:2]1[CH:10]=[CH:9][C:5]([C:6]([OH:8])=O)=[CH:4][C:3]=1[F:11].[NH2:12][CH:13]1[CH2:18][CH2:17][N:16]([CH2:19][CH3:20])[CH2:15][CH2:14]1.CN(C(ON1N=NC2C=CC=NC1=2)=[N+](C)C)C.F[P-](F)(F)(F)(F)F.CCN(C(C)C)C(C)C. (4) Given the product [CH2:57]=[C:53]1[C:51]2=[N:52][C:47]([C:34]3[CH:35]=[N:36][N:37]([C:39]4[CH:40]=[N:41][CH:42]=[CH:43][CH:44]=4)[CH:38]=3)=[CH:48][CH:49]=[C:50]2[O:56][CH2:55][CH2:54]1, predict the reactants needed to synthesize it. The reactants are: C1(P(C2C=CC=CC=2)C2C=CC=CC=2)C=CC=CC=1.C([O-])([O-])=O.[K+].[K+].CC1(C)C(C)(C)OB([C:34]2[CH:35]=[N:36][N:37]([C:39]3[CH:40]=[N:41][CH:42]=[CH:43][CH:44]=3)[CH:38]=2)O1.Br[C:47]1[N:52]=[C:51]2[C:53](=[CH2:57])[CH2:54][CH2:55][O:56][C:50]2=[CH:49][CH:48]=1. (5) Given the product [C:1]([O:5][C:6](=[O:26])[C:7]([CH3:9])([S:10][C:11]1[S:12][CH:13]=[C:14]([CH2:16][O:17][CH2:18][C:19]2[CH:24]=[CH:23][C:22]([C:32]3[CH:33]=[CH:34][C:29]([C:28]([F:40])([F:39])[F:27])=[CH:30][CH:31]=3)=[CH:21][CH:20]=2)[N:15]=1)[CH3:8])([CH3:4])([CH3:3])[CH3:2], predict the reactants needed to synthesize it. The reactants are: [C:1]([O:5][C:6](=[O:26])[C:7]([S:10][C:11]1[S:12][CH:13]=[C:14]([CH2:16][O:17][CH2:18][C:19]2[CH:24]=[CH:23][C:22](Br)=[CH:21][CH:20]=2)[N:15]=1)([CH3:9])[CH3:8])([CH3:4])([CH3:3])[CH3:2].[F:27][C:28]([F:40])([F:39])[C:29]1[CH:34]=[CH:33][C:32](OB(O)O)=[CH:31][CH:30]=1.O.